This data is from Peptide-MHC class II binding affinity with 134,281 pairs from IEDB. The task is: Regression. Given a peptide amino acid sequence and an MHC pseudo amino acid sequence, predict their binding affinity value. This is MHC class II binding data. (1) The peptide sequence is TLGEVWKRELNLLDK. The MHC is HLA-DQA10601-DQB10402 with pseudo-sequence HLA-DQA10601-DQB10402. The binding affinity (normalized) is 0. (2) The MHC is DRB1_0101 with pseudo-sequence DRB1_0101. The peptide sequence is NMNIKLKMPLYVAGH. The binding affinity (normalized) is 0.813. (3) The peptide sequence is GPGSTGLNITGVTCG. The MHC is DRB1_1602 with pseudo-sequence DRB1_1602. The binding affinity (normalized) is 0.0567. (4) The peptide sequence is GKKEEKKEEKKESGD. The MHC is HLA-DQA10104-DQB10503 with pseudo-sequence HLA-DQA10104-DQB10503. The binding affinity (normalized) is 0.238. (5) The peptide sequence is DTAGWDTRITEADLD. The MHC is DRB1_0901 with pseudo-sequence DRB1_0901. The binding affinity (normalized) is 0.176. (6) The peptide sequence is QVVLSSMINPLVMST. The MHC is DRB1_0404 with pseudo-sequence DRB1_0404. The binding affinity (normalized) is 0.956. (7) The peptide sequence is HVKHFVINLIGDFEV. The MHC is DRB1_0401 with pseudo-sequence DRB1_0401. The binding affinity (normalized) is 0.542. (8) The peptide sequence is SVQVRGELAAEEVEV. The MHC is HLA-DPA10201-DPB10101 with pseudo-sequence HLA-DPA10201-DPB10101. The binding affinity (normalized) is 0.652. (9) The peptide sequence is EKQLAEVVARTIQPLMK. The MHC is DRB1_0701 with pseudo-sequence DRB1_0701. The binding affinity (normalized) is 0.330. (10) The binding affinity (normalized) is 0.860. The peptide sequence is YDKFLANGSTVLTGK. The MHC is DRB1_0101 with pseudo-sequence DRB1_0101.